Dataset: Full USPTO retrosynthesis dataset with 1.9M reactions from patents (1976-2016). Task: Predict the reactants needed to synthesize the given product. (1) Given the product [Cl:8][CH2:9][CH2:10][C:11]([C:18]1[CH:19]=[CH:20][C:15]([F:14])=[CH:16][CH:17]=1)=[O:12], predict the reactants needed to synthesize it. The reactants are: [Al+3].[Cl-].[Cl-].[Cl-].ClCCl.[Cl:8][CH2:9][CH2:10][C:11](Cl)=[O:12].[F:14][C:15]1[CH:20]=[CH:19][CH:18]=[CH:17][CH:16]=1. (2) Given the product [NH2:20][C:2]1[CH2:3][N:4]([CH2:8][C:9]2[CH:19]=[CH:18][C:12]3[N:13]=[C:14]([S:16][CH3:17])[S:15][C:11]=3[CH:10]=2)[CH:5]=[CH:6][N:7]=1, predict the reactants needed to synthesize it. The reactants are: I[C:2]1[CH2:3][N:4]([CH2:8][C:9]2[CH:19]=[CH:18][C:12]3[N:13]=[C:14]([S:16][CH3:17])[S:15][C:11]=3[CH:10]=2)[CH:5]=[CH:6][N:7]=1.[NH3:20]. (3) Given the product [NH2:8][C:5]1[CH:6]=[CH:7][C:2]([F:1])=[C:3]([NH:11][C:12](=[O:14])[CH3:13])[CH:4]=1, predict the reactants needed to synthesize it. The reactants are: [F:1][C:2]1[CH:7]=[CH:6][C:5]([N+:8]([O-])=O)=[CH:4][C:3]=1[NH2:11].[CH2:12]([OH:14])[CH3:13]. (4) Given the product [ClH:22].[F:21][C:11]1([C:14]2[CH:19]=[CH:18][CH:17]=[CH:16][C:15]=2[F:20])[CH2:10][CH2:9][NH:8][CH2:13][CH2:12]1, predict the reactants needed to synthesize it. The reactants are: C(OC([N:8]1[CH2:13][CH2:12][C:11]([F:21])([C:14]2[CH:19]=[CH:18][CH:17]=[CH:16][C:15]=2[F:20])[CH2:10][CH2:9]1)=O)(C)(C)C.[ClH:22]. (5) Given the product [Cl:1][C:2]1[CH:3]=[C:4]([NH:16][C:17]2[C:26]3[C:21](=[CH:22][CH:23]=[CH:24][C:25]=3[O:27][CH2:28][C@@H:29]3[CH2:34][O:33][CH2:32][CH2:31][N:30]3[C:41](=[O:42])[CH2:36][OH:50])[N:20]=[CH:19][N:18]=2)[CH:5]=[CH:6][C:7]=1[O:8][CH2:9][C:10]1[CH:15]=[CH:14][CH:13]=[CH:12][N:11]=1, predict the reactants needed to synthesize it. The reactants are: [Cl:1][C:2]1[CH:3]=[C:4]([NH:16][C:17]2[C:26]3[C:21](=[CH:22][CH:23]=[CH:24][C:25]=3[O:27][CH2:28][C@@H:29]3[CH2:34][O:33][CH2:32][CH2:31][NH:30]3)[N:20]=[CH:19][N:18]=2)[CH:5]=[CH:6][C:7]=1[O:8][CH2:9][C:10]1[CH:15]=[CH:14][CH:13]=[CH:12][N:11]=1.N1CCOC[C@H:36]1[CH2:41][OH:42].ClC1C=C(NC2C3C(=CC=CC=3F)N=CN=2)C=CC=1[O:50]CC1C=CC=CN=1. (6) The reactants are: C(NC(C)C)(C)C.[CH2:8]([SnH:12]([CH2:17][CH2:18][CH2:19][CH3:20])[CH2:13][CH2:14][CH2:15][CH3:16])[CH2:9][CH2:10][CH3:11].[CH3:21][O:22][CH2:23]Cl. Given the product [CH2:17]([Sn:12]([CH2:8][CH2:9][CH2:10][CH3:11])([CH2:13][CH2:14][CH2:15][CH3:16])[CH2:21][O:22][CH3:23])[CH2:18][CH2:19][CH3:20], predict the reactants needed to synthesize it.